This data is from Reaction yield outcomes from USPTO patents with 853,638 reactions. The task is: Predict the reaction yield, written as a fraction of the theoretical maximum amount of product (1.0 means a 100% yield; for example, 0.34 means a 34% yield). (1) The reactants are [I:1]Cl.[Br:3][C:4]1[N:12]=[CH:11][C:10]2[NH:9][C:8]3[N:13]=[CH:14][CH:15]=[CH:16][C:7]=3[C:6]=2[CH:5]=1.C([O-])(=O)C.[Na+].S(S([O-])=O)([O-])(=O)=O.[Na+].[Na+]. The catalyst is C(O)(=O)C. The product is [Br:3][C:4]1[N:12]=[CH:11][C:10]2[NH:9][C:8]3[N:13]=[CH:14][C:15]([I:1])=[CH:16][C:7]=3[C:6]=2[CH:5]=1. The yield is 0.830. (2) The reactants are [CH2:1]([O:3][C:4](=[O:18])[CH2:5][CH2:6][CH2:7][O:8][C:9]1[CH:14]=[C:13]([F:15])[C:12](Br)=[CH:11][C:10]=1[F:17])[CH3:2].[B:19]1([B:19]2[O:23][C:22]([CH3:25])([CH3:24])[C:21]([CH3:27])([CH3:26])[O:20]2)[O:23][C:22]([CH3:25])([CH3:24])[C:21]([CH3:27])([CH3:26])[O:20]1.C([O-])(=O)C.[K+].N#N. The catalyst is O1CCOCC1.C1C=CC(P(C2C=CC=CC=2)[C-]2C=CC=C2)=CC=1.C1C=CC(P(C2C=CC=CC=2)[C-]2C=CC=C2)=CC=1.[Fe+2].C1C=CC(P(C2C=CC=CC=2)[C-]2C=CC=C2)=CC=1.C1C=CC(P(C2C=CC=CC=2)[C-]2C=CC=C2)=CC=1.Cl[Pd]Cl.[Fe+2].C(Cl)Cl. The product is [CH2:1]([O:3][C:4](=[O:18])[CH2:5][CH2:6][CH2:7][O:8][C:9]1[CH:14]=[C:13]([F:15])[C:12]([B:19]2[O:23][C:22]([CH3:25])([CH3:24])[C:21]([CH3:27])([CH3:26])[O:20]2)=[CH:11][C:10]=1[F:17])[CH3:2]. The yield is 0.590. (3) The reactants are [C:1]([O:4][C@H:5]1[CH2:22][CH2:21][C@@:20]2([CH3:23])[C@@H:7]([CH2:8][CH2:9][C@:10]3([CH3:34])[C@@H:19]2[CH2:18][CH2:17][C@H:16]2[C@@:11]3([CH3:33])[CH2:12][CH2:13][C@@:14]3([C:30](O)=[O:31])[CH2:26][CH2:25][C@@H:24]([CH:27]([CH3:29])[CH3:28])[C@@H:15]32)[C:6]1([CH3:36])[CH3:35])(=[O:3])[CH3:2].C(Cl)(=O)C(Cl)=O.CN(C=O)C.[F:48][C:49]1[CH:54]=[CH:53][C:52]([C:55]2[NH:59][C:58]([C@@H:60]3[CH2:64][CH2:63][CH2:62][NH:61]3)=[N:57][CH:56]=2)=[CH:51][CH:50]=1. The catalyst is C(Cl)Cl.C(N(CC)CC)C. The product is [C:1]([O:4][C@H:5]1[CH2:22][CH2:21][C@@:20]2([CH3:23])[C@@H:7]([CH2:8][CH2:9][C@:10]3([CH3:34])[C@@H:19]2[CH2:18][CH2:17][C@H:16]2[C@@:11]3([CH3:33])[CH2:12][CH2:13][C@@:14]3([C:30]([N:61]4[CH2:62][CH2:63][CH2:64][C@H:60]4[C:58]4[NH:59][C:55]([C:52]5[CH:51]=[CH:50][C:49]([F:48])=[CH:54][CH:53]=5)=[CH:56][N:57]=4)=[O:31])[CH2:26][CH2:25][C@@H:24]([CH:27]([CH3:28])[CH3:29])[C@@H:15]32)[C:6]1([CH3:35])[CH3:36])(=[O:3])[CH3:2]. The yield is 0.800. (4) The reactants are [N+:1]([C:4]1[CH:5]=[N:6][N:7]([C:9]2[CH:14]=[CH:13][C:12]([CH3:15])=[CH:11][CH:10]=2)[CH:8]=1)([O-])=O. The catalyst is C(O)C.[Pd]. The product is [NH2:1][C:4]1[CH:5]=[N:6][N:7]([C:9]2[CH:14]=[CH:13][C:12]([CH3:15])=[CH:11][CH:10]=2)[CH:8]=1. The yield is 0.860. (5) The reactants are [OH:1][C:2]1[CH:3]=[CH:4][CH:5]=[C:6]2[C:10]=1[NH:9][CH:8]=[CH:7]2.C(=O)([O-])[O-].[K+].[K+].[CH2:17]([N:19]([CH2:24][CH3:25])[C:20](=[O:23])[CH2:21]Cl)[CH3:18].[I-].[K+]. The catalyst is CC(C)=O. The product is [CH2:17]([N:19]([CH2:24][CH3:25])[C:20](=[O:23])[CH2:21][O:1][C:2]1[CH:3]=[CH:4][CH:5]=[C:6]2[C:10]=1[NH:9][CH:8]=[CH:7]2)[CH3:18]. The yield is 0.890. (6) The reactants are [Si]([O:8][CH2:9][C:10]1([CH2:14][CH2:15][S:16][C:17]2[N:18]([CH3:22])[CH:19]=[CH:20][N:21]=2)[CH2:13][CH2:12][CH2:11]1)(C(C)(C)C)(C)C.[F-].C([N+](CCCC)(CCCC)CCCC)CCC. The catalyst is O1CCCC1. The product is [CH3:22][N:18]1[CH:19]=[CH:20][N:21]=[C:17]1[S:16][CH2:15][CH2:14][C:10]1([CH2:9][OH:8])[CH2:13][CH2:12][CH2:11]1. The yield is 0.620. (7) The reactants are [C:1]([Si:5]([CH3:18])([CH3:17])[O:6][CH2:7][C:8]([CH3:16])([CH3:15])[CH2:9]OS(C)(=O)=O)([CH3:4])([CH3:3])[CH3:2].[C-:19]#[N:20].[K+].O. The catalyst is CS(C)=O. The product is [C:1]([Si:5]([CH3:18])([CH3:17])[O:6][CH2:7][C:8]([CH3:16])([CH3:15])[CH2:9][C:19]#[N:20])([CH3:4])([CH3:3])[CH3:2]. The yield is 0.570.